This data is from Reaction yield outcomes from USPTO patents with 853,638 reactions. The task is: Predict the reaction yield, written as a fraction of the theoretical maximum amount of product (1.0 means a 100% yield; for example, 0.34 means a 34% yield). (1) The reactants are [CH:1]1([NH:6][C:7]2[N:12]=[C:11]([C:13]3[N:17]4[CH:18]=[C:19](Br)[CH:20]=[C:21](Br)[C:16]4=[N:15][C:14]=3[C:24]3[CH:29]=[CH:28][C:27]([F:30])=[CH:26][CH:25]=3)[CH:10]=[CH:9][N:8]=2)[CH2:5][CH2:4][CH2:3][CH2:2]1.[NH:31]1[CH2:36][CH2:35][O:34][CH2:33][CH2:32]1. No catalyst specified. The product is [CH:1]1([NH:6][C:7]2[N:12]=[C:11]([C:13]3[N:17]4[CH:18]=[C:19]([N:31]5[CH2:36][CH2:35][O:34][CH2:33][CH2:32]5)[CH:20]=[C:21]([N:31]5[CH2:36][CH2:35][O:34][CH2:33][CH2:32]5)[C:16]4=[N:15][C:14]=3[C:24]3[CH:29]=[CH:28][C:27]([F:30])=[CH:26][CH:25]=3)[CH:10]=[CH:9][N:8]=2)[CH2:5][CH2:4][CH2:3][CH2:2]1. The yield is 0.240. (2) The yield is 0.610. The catalyst is C(O)C. The product is [Cl:1][C:2]1[CH:13]=[CH:12][CH:11]=[C:10]([Cl:14])[C:3]=1[CH2:4][CH:5]([C:6]#[N:7])[C:8]#[N:9]. The reactants are [Cl:1][C:2]1[CH:13]=[CH:12][CH:11]=[C:10]([Cl:14])[C:3]=1[CH:4]=[C:5]([C:8]#[N:9])[C:6]#[N:7].O1CCCC1.[BH4-].[Na+].C(C(C(C1C=CC(OC(F)(F)F)=CC=1)C)(C#N)C#N)C=C.